This data is from NCI-60 drug combinations with 297,098 pairs across 59 cell lines. The task is: Regression. Given two drug SMILES strings and cell line genomic features, predict the synergy score measuring deviation from expected non-interaction effect. (1) Drug 1: CC(C)CN1C=NC2=C1C3=CC=CC=C3N=C2N. Drug 2: COCCOC1=C(C=C2C(=C1)C(=NC=N2)NC3=CC=CC(=C3)C#C)OCCOC.Cl. Cell line: SK-OV-3. Synergy scores: CSS=12.9, Synergy_ZIP=-4.55, Synergy_Bliss=-1.81, Synergy_Loewe=-2.16, Synergy_HSA=-1.75. (2) Drug 1: C1CCC(CC1)NC(=O)N(CCCl)N=O. Drug 2: C1=NC2=C(N1)C(=S)N=CN2. Cell line: UACC62. Synergy scores: CSS=24.8, Synergy_ZIP=-11.8, Synergy_Bliss=-17.0, Synergy_Loewe=-17.5, Synergy_HSA=-14.6. (3) Drug 2: C(CC(=O)O)C(=O)CN.Cl. Synergy scores: CSS=28.7, Synergy_ZIP=-3.67, Synergy_Bliss=-1.59, Synergy_Loewe=0.828, Synergy_HSA=2.28. Cell line: HS 578T. Drug 1: COC1=CC(=CC(=C1O)OC)C2C3C(COC3=O)C(C4=CC5=C(C=C24)OCO5)OC6C(C(C7C(O6)COC(O7)C8=CC=CS8)O)O. (4) Drug 1: CN1CCC(CC1)COC2=C(C=C3C(=C2)N=CN=C3NC4=C(C=C(C=C4)Br)F)OC. Drug 2: CC1C(C(=O)NC(C(=O)N2CCCC2C(=O)N(CC(=O)N(C(C(=O)O1)C(C)C)C)C)C(C)C)NC(=O)C3=C4C(=C(C=C3)C)OC5=C(C(=O)C(=C(C5=N4)C(=O)NC6C(OC(=O)C(N(C(=O)CN(C(=O)C7CCCN7C(=O)C(NC6=O)C(C)C)C)C)C(C)C)C)N)C. Cell line: MDA-MB-231. Synergy scores: CSS=11.5, Synergy_ZIP=5.33, Synergy_Bliss=6.03, Synergy_Loewe=7.56, Synergy_HSA=6.54. (5) Drug 1: CC1=C(C(CCC1)(C)C)C=CC(=CC=CC(=CC(=O)O)C)C. Drug 2: CC1CCCC2(C(O2)CC(NC(=O)CC(C(C(=O)C(C1O)C)(C)C)O)C(=CC3=CSC(=N3)C)C)C. Cell line: OVCAR-8. Synergy scores: CSS=60.9, Synergy_ZIP=7.55, Synergy_Bliss=6.04, Synergy_Loewe=-21.4, Synergy_HSA=5.94. (6) Synergy scores: CSS=46.1, Synergy_ZIP=3.09, Synergy_Bliss=5.84, Synergy_Loewe=-4.92, Synergy_HSA=3.76. Drug 2: C1=CC=C(C=C1)NC(=O)CCCCCCC(=O)NO. Drug 1: C1CN1P(=S)(N2CC2)N3CC3. Cell line: NCI-H460. (7) Drug 1: CC(CN1CC(=O)NC(=O)C1)N2CC(=O)NC(=O)C2. Drug 2: C#CCC(CC1=CN=C2C(=N1)C(=NC(=N2)N)N)C3=CC=C(C=C3)C(=O)NC(CCC(=O)O)C(=O)O. Cell line: PC-3. Synergy scores: CSS=43.2, Synergy_ZIP=-6.87, Synergy_Bliss=-6.77, Synergy_Loewe=-5.57, Synergy_HSA=-4.83. (8) Drug 1: CC1=CC2C(CCC3(C2CCC3(C(=O)C)OC(=O)C)C)C4(C1=CC(=O)CC4)C. Drug 2: CC1CCC2CC(C(=CC=CC=CC(CC(C(=O)C(C(C(=CC(C(=O)CC(OC(=O)C3CCCCN3C(=O)C(=O)C1(O2)O)C(C)CC4CCC(C(C4)OC)O)C)C)O)OC)C)C)C)OC. Cell line: OVCAR-4. Synergy scores: CSS=15.5, Synergy_ZIP=-6.81, Synergy_Bliss=-3.22, Synergy_Loewe=-21.6, Synergy_HSA=-2.87.